Task: Predict the product of the given reaction.. Dataset: Forward reaction prediction with 1.9M reactions from USPTO patents (1976-2016) (1) Given the reactants [NH2:1][C:2]1[CH:3]=[C:4]([C:8]2[CH:13]=[CH:12][CH:11]=[CH:10][CH:9]=2)[CH:5]=[CH:6][CH:7]=1.Cl[C:15]([CH2:17][CH2:18][CH2:19][CH2:20][CH2:21][CH2:22][C:23]([O:25]C)=[O:24])=[O:16].O[Li].O, predict the reaction product. The product is: [C:8]1([C:4]2[CH:3]=[C:2]([NH:1][C:15]([CH2:17][CH2:18][CH2:19][CH2:20][CH2:21][CH2:22][C:23]([OH:25])=[O:24])=[O:16])[CH:7]=[CH:6][CH:5]=2)[CH:9]=[CH:10][CH:11]=[CH:12][CH:13]=1. (2) Given the reactants [CH3:1][C:2]1[C:6]([N+:7]([O-:9])=[O:8])=[C:5]([CH3:10])[O:4][N:3]=1.[OH-].[Na+].CC(O/N=[C:21](/[C:28](NCC=O)=O)\[C:22]1N=C(N)S[CH:23]=1)(C(O)=O)C.[CH2:34](O)C.O, predict the reaction product. The product is: [CH3:1][C:2]1[C:6]([N+:7]([O-:9])=[O:8])=[C:5]([CH:10]=[CH:23][CH2:22][CH:21]([CH3:28])[CH3:34])[O:4][N:3]=1. (3) Given the reactants [F:1][C:2]1[CH:3]=[CH:4][C:5]([O:41][CH3:42])=[C:6]([C:8]2[CH:13]=[CH:12][N:11]=[C:10]3[N:14](S(C4C=CC(C)=CC=4)(=O)=O)[C:15]([CH:17]4[CH2:30][C:19]5([CH2:22][N:21](C(OC(C)(C)C)=O)[CH2:20]5)[CH2:18]4)=[CH:16][C:9]=23)[CH:7]=1.[OH-].[Na+], predict the reaction product. The product is: [CH2:20]1[C:19]2([CH2:30][CH:17]([C:15]3[NH:14][C:10]4=[N:11][CH:12]=[CH:13][C:8]([C:6]5[CH:7]=[C:2]([F:1])[CH:3]=[CH:4][C:5]=5[O:41][CH3:42])=[C:9]4[CH:16]=3)[CH2:18]2)[CH2:22][NH:21]1. (4) Given the reactants C([O:3][C:4]([C:6]1[CH:7]=[C:8]2[C:13](=[CH:14][CH:15]=1)[NH:12][CH:11]([C:16]1[CH:21]=[CH:20][CH:19]=[C:18]([NH:22][C:23]([C:26](=[O:31])[NH:27][CH:28]([CH3:30])[CH3:29])([CH3:25])[CH3:24])[CH:17]=1)[C:10]([CH3:33])([CH3:32])[CH2:9]2)=[O:5])C.Cl, predict the reaction product. The product is: [CH:28]([NH:27][C:26]([C:23]([NH:22][C:18]1[CH:17]=[C:16]([CH:11]2[C:10]([CH3:33])([CH3:32])[CH2:9][C:8]3[C:13](=[CH:14][CH:15]=[C:6]([C:4]([OH:5])=[O:3])[CH:7]=3)[NH:12]2)[CH:21]=[CH:20][CH:19]=1)([CH3:25])[CH3:24])=[O:31])([CH3:30])[CH3:29]. (5) The product is: [F:18][C:2]([CH3:11])([CH3:10])[CH2:3][C@H:4]1[CH2:8][O:7][C:6](=[O:9])[NH:5]1. Given the reactants O[C:2]([CH3:11])([CH3:10])[CH2:3][C@H:4]1[CH2:8][O:7][C:6](=[O:9])[NH:5]1.C(N(S(F)(F)[F:18])CC)C.C([O-])(O)=O.[Na+], predict the reaction product.